This data is from Full USPTO retrosynthesis dataset with 1.9M reactions from patents (1976-2016). The task is: Predict the reactants needed to synthesize the given product. (1) Given the product [C:1]([C:3]1[CH:4]=[CH:5][C:6]([C:9]([OH:11])=[O:10])=[N:7][CH:8]=1)#[N:2], predict the reactants needed to synthesize it. The reactants are: [C:1]([C:3]1[CH:4]=[CH:5][C:6]([C:9]([O:11]C)=[O:10])=[N:7][CH:8]=1)#[N:2].[OH-].[Na+].Cl. (2) Given the product [Br:37][C:38]1[CH:39]=[C:40](/[CH:41]=[CH:1]/[C:2]2[CH:3]=[CH:4][CH:5]=[CH:6][CH:7]=2)[CH:43]=[CH:44][N:45]=1, predict the reactants needed to synthesize it. The reactants are: [CH2:1](P(=O)(OCC)OCC)[C:2]1[CH:7]=[CH:6][CH:5]=[CH:4][CH:3]=1.C[O-].[Na+].C1OCCOCCOCCOCCOCCOC1.[Br:37][C:38]1[CH:39]=[C:40]([CH:43]=[CH:44][N:45]=1)[CH:41]=O. (3) The reactants are: [CH3:1][C:2](O)([CH3:28])[CH2:3][N:4]1[CH2:9][CH2:8][CH:7]([CH2:10][O:11][C:12]2[CH:17]=[CH:16][C:15]([C:18]3[CH:23]=[CH:22][C:21]([S:24]([CH3:27])(=[O:26])=[O:25])=[CH:20][CH:19]=3)=[CH:14][CH:13]=2)[CH2:6][CH2:5]1.COCCN(S(F)(F)[F:40])CCOC.C([O-])(O)=O.[Na+]. Given the product [F:40][C:2]([CH3:28])([CH3:1])[CH2:3][N:4]1[CH2:9][CH2:8][CH:7]([CH2:10][O:11][C:12]2[CH:17]=[CH:16][C:15]([C:18]3[CH:23]=[CH:22][C:21]([S:24]([CH3:27])(=[O:26])=[O:25])=[CH:20][CH:19]=3)=[CH:14][CH:13]=2)[CH2:6][CH2:5]1, predict the reactants needed to synthesize it. (4) Given the product [CH3:13][O:12][C:6]1[N:5]=[CH:4][CH:3]=[C:2]([C:15]#[C:14][C:16]2[CH:21]=[CH:20][CH:19]=[CH:18][CH:17]=2)[C:7]=1[C:8]([O:10][CH3:11])=[O:9], predict the reactants needed to synthesize it. The reactants are: I[C:2]1[C:7]([C:8]([O:10][CH3:11])=[O:9])=[C:6]([O:12][CH3:13])[N:5]=[CH:4][CH:3]=1.[C:14]([C:16]1[CH:21]=[CH:20][CH:19]=[CH:18][CH:17]=1)#[CH:15].C(N(CC)CC)C.C([O-])([O-])=O.[K+].[K+].